Dataset: Full USPTO retrosynthesis dataset with 1.9M reactions from patents (1976-2016). Task: Predict the reactants needed to synthesize the given product. (1) Given the product [CH:8]1([NH:11][C:12]([C:14]2[CH:19]=[C:18]([C:20]3[C:21]([C:29]([NH:31][C:32]4[S:33][CH:34]=[CH:35][N:36]=4)=[O:30])=[CH:22][C:23]([C:26]([NH:5][C@H:3]([CH3:4])[C:2]([CH3:7])([CH3:6])[CH3:1])=[O:27])=[CH:24][CH:25]=3)[C:17]([CH3:37])=[C:16]([F:38])[CH:15]=2)=[O:13])[CH2:10][CH2:9]1, predict the reactants needed to synthesize it. The reactants are: [CH3:1][C:2]([CH3:7])([CH3:6])[C@H:3]([NH2:5])[CH3:4].[CH:8]1([NH:11][C:12]([C:14]2[CH:15]=[C:16]([F:38])[C:17]([CH3:37])=[C:18]([C:20]3[CH:25]=[CH:24][C:23]([C:26](O)=[O:27])=[CH:22][C:21]=3[C:29]([NH:31][C:32]3[S:33][CH:34]=[CH:35][N:36]=3)=[O:30])[CH:19]=2)=[O:13])[CH2:10][CH2:9]1.C(N(CC)CC)C.F[P-](F)(F)(F)(F)F.ClC1C=CC2N=NN(OC(N(C)C)=[N+](C)C)C=2C=1. (2) Given the product [C:50]1([NH:49][C:21]([C:20]2[CH:24]=[CH:25][CH:26]=[C:18]([C:6]3[C:5]4[C:9](=[CH:10][CH:11]=[C:3]([C:1]5[N:2]=[C:32]([CH2:48][N:39]6[CH2:38][CH2:42][CH2:41][CH2:40]6)[NH:28][N:29]=5)[CH:4]=4)[NH:8][N:7]=3)[CH:19]=2)=[O:22])[CH:55]=[CH:54][CH:53]=[CH:52][CH:51]=1, predict the reactants needed to synthesize it. The reactants are: [C:1]([C:3]1[CH:4]=[C:5]2[C:9](=[CH:10][CH:11]=1)[N:8](C1CCCCO1)[N:7]=[C:6]2[C:18]1[CH:19]=[C:20]([CH:24]=[CH:25][CH:26]=1)[C:21](O)=[O:22])#[N:2].O[N:28]1[C:32]2C=CC=CC=2N=[N:29]1.Cl.[CH3:38][N:39]([CH3:48])[CH2:40][CH2:41][CH2:42]N=C=NCC.[NH2:49][C:50]1[CH:55]=[CH:54][CH:53]=[CH:52][CH:51]=1.